Dataset: Reaction yield outcomes from USPTO patents with 853,638 reactions. Task: Predict the reaction yield, written as a fraction of the theoretical maximum amount of product (1.0 means a 100% yield; for example, 0.34 means a 34% yield). (1) The reactants are [N:1]1[C:10]2[C:5](=[CH:6][C:7](OS(C(F)(F)F)(=O)=O)=[CH:8][CH:9]=2)[CH:4]=[CH:3][CH:2]=1.C(N(C(C)C)CC)(C)C.CC1(C)C2C(=C(P(C3C=CC=CC=3)C3C=CC=CC=3)C=CC=2)OC2C(P(C3C=CC=CC=3)C3C=CC=CC=3)=CC=CC1=2.[CH3:70][N:71]1[CH:75]=[C:74]([C:76]2[S:80][C:79]3=[N:81][N:82]=[C:83]([SH:84])[N:78]3[N:77]=2)[CH:73]=[N:72]1. The catalyst is CN(C=O)C.C1C=CC(/C=C/C(/C=C/C2C=CC=CC=2)=O)=CC=1.C1C=CC(/C=C/C(/C=C/C2C=CC=CC=2)=O)=CC=1.C1C=CC(/C=C/C(/C=C/C2C=CC=CC=2)=O)=CC=1.[Pd].[Pd].CCO. The product is [CH3:70][N:71]1[CH:75]=[C:74]([C:76]2[S:80][C:79]3=[N:81][N:82]=[C:83]([S:84][C:7]4[CH:6]=[C:5]5[C:10](=[CH:9][CH:8]=4)[N:1]=[CH:2][CH:3]=[CH:4]5)[N:78]3[N:77]=2)[CH:73]=[N:72]1. The yield is 0.140. (2) The catalyst is C(Cl)Cl. The yield is 0.989. The product is [OH:15][C:14]1[CH:13]=[CH:12][C:11]([C:17]2[CH:22]=[CH:21][C:20]([C:23]3[CH:28]=[CH:27][C:26]([CH2:29][CH2:30][C:31]#[N:32])=[CH:25][C:24]=3[CH2:33][CH:34]([CH3:36])[CH3:35])=[CH:19][C:18]=2[CH2:37][C:38]2[C:47]3[C:42](=[CH:43][CH:44]=[CH:45][CH:46]=3)[CH:41]=[CH:40][CH:39]=2)=[CH:10][C:9]=1[CH2:5][CH:6]([CH3:8])[CH3:7]. The reactants are B(Br)(Br)Br.[CH2:5]([C:9]1[CH:10]=[C:11]([C:17]2[CH:22]=[CH:21][C:20]([C:23]3[CH:28]=[CH:27][C:26]([CH2:29][CH2:30][C:31]#[N:32])=[CH:25][C:24]=3[CH2:33][CH:34]([CH3:36])[CH3:35])=[CH:19][C:18]=2[CH2:37][C:38]2[C:47]3[C:42](=[CH:43][CH:44]=[CH:45][CH:46]=3)[CH:41]=[CH:40][CH:39]=2)[CH:12]=[CH:13][C:14]=1[O:15]C)[CH:6]([CH3:8])[CH3:7].O.